Predict the reactants needed to synthesize the given product. From a dataset of Full USPTO retrosynthesis dataset with 1.9M reactions from patents (1976-2016). (1) Given the product [CH3:13][C@H:14]1[CH2:19][N:18]([C:20]2[CH:25]=[CH:24][C:23]([O:26][C:27]([F:29])([F:28])[F:30])=[CH:22][CH:21]=2)[CH2:17][C@@H:16]([CH3:31])[N:15]1[S:32]([C:35]1[CH:43]=[CH:42][CH:41]=[C:40]2[C:36]=1[CH2:37][CH:38]([C:44]#[N:46])[CH2:39]2)(=[O:34])=[O:33], predict the reactants needed to synthesize it. The reactants are: C(N(CC)CC)C.P(Cl)(Cl)(Cl)=O.[CH3:13][C@H:14]1[CH2:19][N:18]([C:20]2[CH:25]=[CH:24][C:23]([O:26][C:27]([F:30])([F:29])[F:28])=[CH:22][CH:21]=2)[CH2:17][C@@H:16]([CH3:31])[N:15]1[S:32]([C:35]1[CH:43]=[CH:42][CH:41]=[C:40]2[C:36]=1[CH2:37][CH:38]([C:44]([NH2:46])=O)[CH2:39]2)(=[O:34])=[O:33]. (2) Given the product [C:22]([C:24]1[CH:29]=[CH:28][C:27]([C:16]2[N:15]=[C:14]([N:11]3[CH2:12][CH2:13][CH:8]([NH:7][C:6](=[O:21])[O:5][C:1]([CH3:4])([CH3:3])[CH3:2])[CH2:9][CH2:10]3)[CH:19]=[N:18][CH:17]=2)=[CH:26][C:25]=1[F:33])#[N:23], predict the reactants needed to synthesize it. The reactants are: [C:1]([O:5][C:6](=[O:21])[NH:7][CH:8]1[CH2:13][CH2:12][N:11]([C:14]2[CH:19]=[N:18][CH:17]=[C:16](Cl)[N:15]=2)[CH2:10][CH2:9]1)([CH3:4])([CH3:3])[CH3:2].[C:22]([C:24]1[CH:29]=[CH:28][C:27](B(O)O)=[CH:26][C:25]=1[F:33])#[N:23].C1C=CC(P(C2C=CC=CC=2)C2C=CC=CC=2)=CC=1.[O-]P([O-])([O-])=O.[K+].[K+].[K+]. (3) Given the product [CH3:12][N:8]1[C:7](=[O:13])[CH2:6][O:5][C:4]2[CH:3]=[C:2]([B:17]3[O:18][C:19]([CH3:21])([CH3:20])[C:15]([CH3:31])([CH3:14])[O:16]3)[CH:11]=[N:10][C:9]1=2, predict the reactants needed to synthesize it. The reactants are: Br[C:2]1[CH:11]=[N:10][C:9]2[N:8]([CH3:12])[C:7](=[O:13])[CH2:6][O:5][C:4]=2[CH:3]=1.[CH3:14][C:15]1([CH3:31])[C:19]([CH3:21])([CH3:20])[O:18][B:17]([B:17]2[O:18][C:19]([CH3:21])([CH3:20])[C:15]([CH3:31])([CH3:14])[O:16]2)[O:16]1.ClCCl.C([O-])(=O)C.[K+]. (4) Given the product [C:19]([Si:16]([O:15][CH2:14][CH2:13][O:10][CH2:9][CH:7]1[CH2:6][O:5][C:4]([CH3:11])([CH3:3])[O:8]1)([CH3:18])[CH3:17])([CH3:22])([CH3:21])[CH3:20], predict the reactants needed to synthesize it. The reactants are: [H-].[Na+].[CH3:3][C:4]1([CH3:11])[O:8][CH:7]([CH2:9][OH:10])[CH2:6][O:5]1.Br[CH2:13][CH2:14][O:15][Si:16]([C:19]([CH3:22])([CH3:21])[CH3:20])([CH3:18])[CH3:17].[Cl-].[NH4+]. (5) Given the product [CH2:24]([S:10][CH:9]([NH:11][C:12](=[O:16])[O:13][CH2:14][CH3:15])[NH:8][C:4]1[CH:5]=[CH:6][CH:7]=[C:2]([F:1])[C:3]=1[CH3:17])[CH3:25], predict the reactants needed to synthesize it. The reactants are: [F:1][C:2]1[C:3]([CH3:17])=[C:4]([NH:8][C:9]([NH:11][C:12](=[O:16])[O:13][CH2:14][CH3:15])=[S:10])[CH:5]=[CH:6][CH:7]=1.C(=O)([O-])[O-].[K+].[K+].[CH2:24](I)[CH3:25]. (6) The reactants are: [NH2:1][CH2:2][CH2:3][C:4]1[N:5]([CH:27]([C:34]2[CH:39]=[CH:38][CH:37]=[CH:36][CH:35]=2)[C:28]2[CH:33]=[CH:32][CH:31]=[CH:30][CH:29]=2)[C:6]2[C:11]([C:12]=1[CH2:13][CH2:14][CH2:15][C:16]1[CH:25]=[CH:24][C:19]([C:20]([O:22][CH3:23])=[O:21])=[CH:18][CH:17]=1)=[CH:10][C:9]([Cl:26])=[CH:8][CH:7]=2.[CH2:40]([O:47][C:48]1[CH:53]=[CH:52][CH:51]=[CH:50][C:49]=1[CH2:54][S:55](Cl)(=[O:57])=[O:56])[C:41]1[CH:46]=[CH:45][CH:44]=[CH:43][CH:42]=1. Given the product [CH2:40]([O:47][C:48]1[CH:53]=[CH:52][CH:51]=[CH:50][C:49]=1[CH2:54][S:55]([NH:1][CH2:2][CH2:3][C:4]1[N:5]([CH:27]([C:28]2[CH:33]=[CH:32][CH:31]=[CH:30][CH:29]=2)[C:34]2[CH:35]=[CH:36][CH:37]=[CH:38][CH:39]=2)[C:6]2[C:11]([C:12]=1[CH2:13][CH2:14][CH2:15][C:16]1[CH:25]=[CH:24][C:19]([C:20]([O:22][CH3:23])=[O:21])=[CH:18][CH:17]=1)=[CH:10][C:9]([Cl:26])=[CH:8][CH:7]=2)(=[O:56])=[O:57])[C:41]1[CH:42]=[CH:43][CH:44]=[CH:45][CH:46]=1, predict the reactants needed to synthesize it.